This data is from Reaction yield outcomes from USPTO patents with 853,638 reactions. The task is: Predict the reaction yield, written as a fraction of the theoretical maximum amount of product (1.0 means a 100% yield; for example, 0.34 means a 34% yield). (1) The reactants are [C:1]([O:5][C:6]([NH:8][C@H:9]1[CH2:14][CH2:13][C@H:12]([NH:15][C:16]2[C:21]([CH3:22])=[C:20]([N:23]([O:35][C:36]([CH3:39])([CH3:38])[CH3:37])[C:24]([C:26]3[CH:31]=[CH:30][C:29]([O:32][CH2:33][CH3:34])=[CH:28][CH:27]=3)=[O:25])[N:19]3[N:40]=[CH:41][C:42]([C:43]([O:45]CC)=[O:44])=[C:18]3[N:17]=2)[CH2:11][CH2:10]1)=[O:7])([CH3:4])([CH3:3])[CH3:2].[OH-].[Na+].Cl. The catalyst is CC(O)C. The product is [C:1]([O:5][C:6]([NH:8][C@H:9]1[CH2:10][CH2:11][C@H:12]([NH:15][C:16]2[C:21]([CH3:22])=[C:20]([N:23]([O:35][C:36]([CH3:37])([CH3:38])[CH3:39])[C:24]([C:26]3[CH:27]=[CH:28][C:29]([O:32][CH2:33][CH3:34])=[CH:30][CH:31]=3)=[O:25])[N:19]3[N:40]=[CH:41][C:42]([C:43]([OH:45])=[O:44])=[C:18]3[N:17]=2)[CH2:13][CH2:14]1)=[O:7])([CH3:2])([CH3:3])[CH3:4]. The yield is 0.780. (2) The reactants are [CH2:1]([Mg]Br)[CH3:2].[Cl:5][C:6]1[CH:7]=[CH:8][C:9]([CH:30]=[O:31])=[C:10]2[C:14]=1[N:13]=[C:12]1[N:15]([C:19]3[CH:24]=[CH:23][C:22]([Cl:25])=[CH:21][C:20]=3[C:26]([F:29])([F:28])[F:27])[CH2:16][CH2:17][CH2:18][N:11]21. The catalyst is O1CCCC1. The product is [Cl:5][C:6]1[C:14]2[N:13]=[C:12]3[N:15]([C:19]4[CH:24]=[CH:23][C:22]([Cl:25])=[CH:21][C:20]=4[C:26]([F:28])([F:27])[F:29])[CH2:16][CH2:17][CH2:18][N:11]3[C:10]=2[C:9]([CH:30]([OH:31])[CH2:1][CH3:2])=[CH:8][CH:7]=1. The yield is 0.960. (3) The reactants are I[C:2]1[CH:7]=[CH:6][C:5]([N:8]2[CH2:13][CH2:12][N:11]([C:14]([O:16][C:17]([CH3:20])([CH3:19])[CH3:18])=[O:15])[CH2:10][CH2:9]2)=[CH:4][CH:3]=1.C[Si]([C:25]#[CH:26])(C)C.CCN(CC)CC. The catalyst is [Cu]I.Cl[Pd](Cl)([P](C1C=CC=CC=1)(C1C=CC=CC=1)C1C=CC=CC=1)[P](C1C=CC=CC=1)(C1C=CC=CC=1)C1C=CC=CC=1.CN(C=O)C. The product is [C:25]([C:2]1[CH:7]=[CH:6][C:5]([N:8]2[CH2:13][CH2:12][N:11]([C:14]([O:16][C:17]([CH3:20])([CH3:19])[CH3:18])=[O:15])[CH2:10][CH2:9]2)=[CH:4][CH:3]=1)#[CH:26]. The yield is 0.960. (4) The reactants are [Cl:1][C:2]1[CH:3]=[C:4]([C:10]2([C:26]([F:29])([F:28])[F:27])[CH2:14][CH2:13][N:12]([C:15]3[S:16][C:17]([CH2:24][NH2:25])=[C:18]([C:20]([F:23])([F:22])[F:21])[N:19]=3)[CH2:11]2)[CH:5]=[C:6]([Cl:9])[C:7]=1[Cl:8].C(N(CC)CC)C.[C:37](O)(=[O:40])[CH2:38][CH3:39]. The catalyst is ClCCl. The product is [Cl:1][C:2]1[CH:3]=[C:4]([C:10]2([C:26]([F:29])([F:27])[F:28])[CH2:14][CH2:13][N:12]([C:15]3[S:16][C:17]([CH2:24][NH:25][C:37](=[O:40])[CH2:38][CH3:39])=[C:18]([C:20]([F:23])([F:22])[F:21])[N:19]=3)[CH2:11]2)[CH:5]=[C:6]([Cl:9])[C:7]=1[Cl:8]. The yield is 0.900. (5) The reactants are BrC1C=C(C=C(C(C2C=CC=C(OC(F)F)C=2)(C)C)C=1)N.[Cl:22][C:23]1[CH:24]=[C:25]([C:32]([C:35]2[CH:36]=[C:37]([C:45]3[N:49]([CH3:50])[N:48]=[CH:47][CH:46]=3)[CH:38]=[C:39]([O:41][CH:42]([CH3:44])[CH3:43])[CH:40]=2)([CH3:34])[CH3:33])[CH:26]=[C:27]([N+:29]([O-])=O)[CH:28]=1. No catalyst specified. The product is [Cl:22][C:23]1[CH:28]=[C:27]([CH:26]=[C:25]([C:32]([C:35]2[CH:36]=[C:37]([C:45]3[N:49]([CH3:50])[N:48]=[CH:47][CH:46]=3)[CH:38]=[C:39]([O:41][CH:42]([CH3:44])[CH3:43])[CH:40]=2)([CH3:34])[CH3:33])[CH:24]=1)[NH2:29]. The yield is 0.760. (6) The yield is 0.410. The reactants are [CH:1]1([CH2:6][C@H:7]([N:11]2[CH2:19][C:18]3[C:13](=[CH:14][CH:15]=[CH:16][CH:17]=3)[C:12]2=[O:20])[C:8]([OH:10])=O)[CH2:5][CH2:4][CH2:3][CH2:2]1.[CH3:21][O:22][C:23]([CH3:32])([CH3:31])[CH2:24][N:25]1[CH:29]=[CH:28][C:27]([NH2:30])=[N:26]1.F[P-](F)(F)(F)(F)F.N1(O[P+](N(C)C)(N(C)C)N(C)C)C2C=CC=CC=2N=N1.C(N(CC)C(C)C)(C)C. The product is [CH:1]1([CH2:6][C@H:7]([N:11]2[CH2:19][C:18]3[C:13](=[CH:14][CH:15]=[CH:16][CH:17]=3)[C:12]2=[O:20])[C:8]([NH:30][C:27]2[CH:28]=[CH:29][N:25]([CH2:24][C:23]([O:22][CH3:21])([CH3:31])[CH3:32])[N:26]=2)=[O:10])[CH2:2][CH2:3][CH2:4][CH2:5]1. The catalyst is C(Cl)Cl. (7) The reactants are Br.[CH2:2]([C:4]1[N:5]=[C:6]([C@@H:9]([NH2:20])[CH2:10][C:11]2[CH:16]=[CH:15][C:14]([N+:17]([O-:19])=[O:18])=[CH:13][CH:12]=2)[S:7][CH:8]=1)[CH3:3].CCN(CC)CC.[CH2:28]([N:35]=[C:36]=[O:37])[C:29]1[CH:34]=[CH:33][CH:32]=[CH:31][CH:30]=1. The catalyst is C(Cl)Cl. The product is [CH2:28]([NH:35][C:36]([NH:20][C@H:9]([C:6]1[S:7][CH:8]=[C:4]([CH2:2][CH3:3])[N:5]=1)[CH2:10][C:11]1[CH:16]=[CH:15][C:14]([N+:17]([O-:19])=[O:18])=[CH:13][CH:12]=1)=[O:37])[C:29]1[CH:34]=[CH:33][CH:32]=[CH:31][CH:30]=1. The yield is 0.960. (8) The reactants are [Br:1][C:2]1[CH:7]=[CH:6][CH:5]=[CH:4][C:3]=1/[CH:8]=[CH:9]/[C:10]1[C:18]2[C:13](=[CH:14][CH:15]=[CH:16][CH:17]=2)[NH:12][N:11]=1.[C:19](O[C:19]([O:21][C:22]([CH3:25])([CH3:24])[CH3:23])=[O:20])([O:21][C:22]([CH3:25])([CH3:24])[CH3:23])=[O:20].O.C(OCC)(=O)C. The catalyst is C(#N)C.CN(C)C1C=CN=CC=1. The product is [C:22]([O:21][C:19]([N:12]1[C:13]2[C:18](=[CH:17][CH:16]=[CH:15][CH:14]=2)[C:10](/[CH:9]=[CH:8]/[C:3]2[CH:4]=[CH:5][CH:6]=[CH:7][C:2]=2[Br:1])=[N:11]1)=[O:20])([CH3:25])([CH3:24])[CH3:23]. The yield is 0.890. (9) The reactants are [CH3:1][S:2](Cl)(=[O:4])=[O:3].[N+:6]([C:9]1[CH:10]=[C:11]([CH2:15][CH2:16][OH:17])[CH:12]=[CH:13][CH:14]=1)([O-:8])=[O:7].C(N(CC)CC)C. The catalyst is ClCCl.O. The product is [CH3:1][S:2]([O:17][CH2:16][CH2:15][C:11]1[CH:12]=[CH:13][CH:14]=[C:9]([N+:6]([O-:8])=[O:7])[CH:10]=1)(=[O:4])=[O:3]. The yield is 0.840.